From a dataset of Reaction yield outcomes from USPTO patents with 853,638 reactions. Predict the reaction yield, written as a fraction of the theoretical maximum amount of product (1.0 means a 100% yield; for example, 0.34 means a 34% yield). (1) The reactants are [Br:1][C:2]1[CH:7]=[CH:6][C:5]([S:8][CH2:9][CH:10](OC)OC)=[CH:4][CH:3]=1. The catalyst is ClC1C=CC=CC=1. The product is [Br:1][C:2]1[CH:7]=[CH:6][C:5]2[S:8][CH:9]=[CH:10][C:4]=2[CH:3]=1. The yield is 0.510. (2) The reactants are C([O:8][C:9]1[C:10]([C:35]([O:37][CH3:38])=[O:36])=[N:11][C:12]([C:15]#[C:16][CH2:17][CH2:18][NH:19][C:20]2[C:21]3[C:26]([N:27]=[C:28]4[C:33]=2[CH2:32][CH2:31][CH2:30][CH2:29]4)=[CH:25][CH:24]=[C:23]([Cl:34])[CH:22]=3)=[CH:13][CH:14]=1)C1C=CC=CC=1. The catalyst is CCOC(C)=O. The product is [Cl:34][C:23]1[CH:22]=[C:21]2[C:26]([N:27]=[C:28]3[C:33](=[C:20]2[NH:19][CH2:18][CH2:17][CH2:16][CH2:15][C:12]2[N:11]=[C:10]([C:35]([O:37][CH3:38])=[O:36])[C:9]([OH:8])=[CH:14][CH:13]=2)[CH2:32][CH2:31][CH2:30][CH2:29]3)=[CH:25][CH:24]=1. The yield is 0.800. (3) The reactants are [NH2:1][C:2]1[CH:3]=[C:4]([C:8]2[O:12][C:11]([C:13]3[CH:22]=[CH:21][C:16]([C:17]([O:19][CH3:20])=[O:18])=[CH:15][CH:14]=3)=[N:10][N:9]=2)[CH:5]=[CH:6][CH:7]=1.[CH:23]([C:26]1[CH:31]=[CH:30][C:29]([N:32]=[C:33]=[O:34])=[CH:28][CH:27]=1)([CH3:25])[CH3:24]. The catalyst is ClC(Cl)C. The product is [CH:23]([C:26]1[CH:31]=[CH:30][C:29]([NH:32][C:33](=[O:34])[NH:1][C:2]2[CH:3]=[C:4]([C:8]3[O:12][C:11]([C:13]4[CH:22]=[CH:21][C:16]([C:17]([O:19][CH3:20])=[O:18])=[CH:15][CH:14]=4)=[N:10][N:9]=3)[CH:5]=[CH:6][CH:7]=2)=[CH:28][CH:27]=1)([CH3:25])[CH3:24]. The yield is 0.600.